From a dataset of Catalyst prediction with 721,799 reactions and 888 catalyst types from USPTO. Predict which catalyst facilitates the given reaction. (1) Reactant: [N:1]1[C:6]2[NH:7][CH:8]=[CH:9][C:5]=2[C:4]([O:10][C:11]2[CH:12]=[C:13]3[C:18](=[CH:19][CH:20]=2)[C:17]([C:21]([OH:23])=O)=[CH:16][CH:15]=[CH:14]3)=[N:3][CH:2]=1.C(Cl)(C([Cl:28])=O)=O. Product: [N:1]1[C:6]2[NH:7][CH:8]=[CH:9][C:5]=2[C:4]([O:10][C:11]2[CH:12]=[C:13]3[C:18](=[CH:19][CH:20]=2)[C:17]([C:21]([Cl:28])=[O:23])=[CH:16][CH:15]=[CH:14]3)=[N:3][CH:2]=1. The catalyst class is: 59. (2) Reactant: [Cl:1][C:2]1[CH:3]=[C:4]([C:9]2([C:28]([F:31])([F:30])[F:29])[CH2:13][C:12]([C:14]3[CH:26]=[CH:25][C:17]([C:18]([O:20]C(C)(C)C)=[O:19])=[C:16]([CH3:27])[CH:15]=3)=[CH:11][S:10]2)[CH:5]=[C:6]([Cl:8])[CH:7]=1. Product: [Cl:1][C:2]1[CH:3]=[C:4]([C:9]2([C:28]([F:30])([F:31])[F:29])[CH2:13][C:12]([C:14]3[CH:26]=[CH:25][C:17]([C:18]([OH:20])=[O:19])=[C:16]([CH3:27])[CH:15]=3)=[CH:11][S:10]2)[CH:5]=[C:6]([Cl:8])[CH:7]=1. The catalyst class is: 4. (3) Reactant: O.O.O.O.O.O.[Cl-].[Cr+3:8].[Cl-].[Cl-].[P:11]([O:23][CH2:24][C@H:25]1[O:29][C@@H:28]([N:30]2[C:39]3[N:38]=[CH:37][N:36]=[C:34]([NH2:35])[C:33]=3[N:32]=[CH:31]2)[C@H:27]([OH:40])[C@@H:26]1[OH:41])([O:14][P:15]([O:18][P:19]([OH:22])([OH:21])=[O:20])([OH:17])=[O:16])(=[O:13])[OH:12]. Product: [Cr:8].[P:11]([O:23][CH2:24][C@H:25]1[O:29][C@@H:28]([N:30]2[C:39]3[N:38]=[CH:37][N:36]=[C:34]([NH2:35])[C:33]=3[N:32]=[CH:31]2)[C@H:27]([OH:40])[C@@H:26]1[OH:41])([O:14][P:15]([O:18][P:19]([OH:21])([OH:22])=[O:20])([OH:17])=[O:16])(=[O:12])[OH:13]. The catalyst class is: 6.